From a dataset of Full USPTO retrosynthesis dataset with 1.9M reactions from patents (1976-2016). Predict the reactants needed to synthesize the given product. (1) Given the product [CH2:29]([O:36][C:37]1[CH:42]=[CH:41][C:40]([N:21]([C:19]2[C:18]([CH:26]3[CH2:28][CH2:27]3)=[CH:17][C:11]3[C:12]([C:13]([NH:15][CH3:16])=[O:14])=[C:8]([C:5]4[CH:6]=[CH:7][C:2]([Cl:1])=[CH:3][CH:4]=4)[O:9][C:10]=3[CH:20]=2)[S:22]([CH3:25])(=[O:23])=[O:24])=[CH:39][C:38]=1[F:46])[C:30]1[CH:31]=[CH:32][CH:33]=[CH:34][CH:35]=1, predict the reactants needed to synthesize it. The reactants are: [Cl:1][C:2]1[CH:7]=[CH:6][C:5]([C:8]2[O:9][C:10]3[CH:20]=[C:19]([NH:21][S:22]([CH3:25])(=[O:24])=[O:23])[C:18]([CH:26]4[CH2:28][CH2:27]4)=[CH:17][C:11]=3[C:12]=2[C:13]([NH:15][CH3:16])=[O:14])=[CH:4][CH:3]=1.[CH2:29]([O:36][C:37]1[CH:42]=[CH:41][C:40](B(O)O)=[CH:39][C:38]=1[F:46])[C:30]1[CH:35]=[CH:34][CH:33]=[CH:32][CH:31]=1.C(N(CC)CC)C. (2) Given the product [CH:3]1([C@H:9]([NH:14][C:15]([C:17]2[CH:22]=[CH:21][C:20]([C:23]3[CH:24]=[N:25][CH:26]=[N:27][CH:28]=3)=[CH:19][C:18]=2[NH:29][C:30]([NH:32][C:33]2[C:34]([CH3:40])=[CH:35][CH:36]=[CH:37][C:38]=2[CH3:39])=[O:31])=[O:16])[C:10]([OH:12])=[O:11])[CH2:4][CH2:5][CH2:6][CH2:7][CH2:8]1, predict the reactants needed to synthesize it. The reactants are: [OH-].[Li+].[CH:3]1([C@H:9]([NH:14][C:15]([C:17]2[CH:22]=[CH:21][C:20]([C:23]3[CH:24]=[N:25][CH:26]=[N:27][CH:28]=3)=[CH:19][C:18]=2[NH:29][C:30]([NH:32][C:33]2[C:38]([CH3:39])=[CH:37][CH:36]=[CH:35][C:34]=2[CH3:40])=[O:31])=[O:16])[C:10]([O:12]C)=[O:11])[CH2:8][CH2:7][CH2:6][CH2:5][CH2:4]1.CO.O. (3) The reactants are: Br[C:2]1[CH:7]=[CH:6][CH:5]=[CH:4][CH:3]=1.[Li]CCCC.CON(C)[C:16](=[O:23])[CH2:17][C:18]1[CH:22]=[CH:21][S:20][CH:19]=1.[NH4+].[Cl-]. Given the product [C:2]1([C:16](=[O:23])[CH2:17][C:18]2[CH:22]=[CH:21][S:20][CH:19]=2)[CH:7]=[CH:6][CH:5]=[CH:4][CH:3]=1, predict the reactants needed to synthesize it. (4) Given the product [CH2:1]([N:8]1[CH2:13][CH2:12][C:11]([C:49]([NH:48][CH2:47][CH2:46][N:40]2[CH2:45][CH2:44][O:43][CH2:42][CH2:41]2)=[O:52])([N:39]([CH2:35][CH2:36][CH2:37][CH3:38])[C:24](=[O:26])[C@H:23]([NH2:22])[C@H:27]([OH:28])[CH:29]2[CH2:30][CH2:31][CH2:32][CH2:33][CH2:34]2)[CH2:10][CH2:9]1)[C:2]1[CH:7]=[CH:6][CH:5]=[CH:4][CH:3]=1, predict the reactants needed to synthesize it. The reactants are: [CH2:1]([N:8]1[CH2:13][CH2:12][CH2:11][CH2:10][C:9]1=O)[C:2]1[CH:7]=[CH:6][CH:5]=[CH:4][CH:3]=1.C(OC([NH:22][C@H:23]([C@@H:27]([CH:29]1[CH2:34][CH2:33][CH2:32][CH2:31][CH2:30]1)[OH:28])[C:24]([OH:26])=O)=O)(C)(C)C.[CH2:35]([NH2:39])[CH2:36][CH2:37][CH3:38].[N:40]1([CH2:46][CH2:47][N+:48]#[C-:49])[CH2:45][CH2:44][O:43][CH2:42][CH2:41]1.Cl.C[OH:52]. (5) Given the product [C:35]([C:39]1[CH:40]=[CH:41][C:42]([CH2:43][NH:6][CH2:5][C:4]2[CH:7]=[CH:8][C:9]([C:11]3[CH:16]=[CH:15][N:14]=[C:13]4[NH:17][C:18]([C:20]5[CH:21]=[N:22][N:23]([CH3:25])[CH:24]=5)=[N:19][C:12]=34)=[CH:10][C:3]=2[F:2])=[CH:45][CH:46]=1)([CH3:38])([CH3:36])[CH3:37], predict the reactants needed to synthesize it. The reactants are: Cl.[F:2][C:3]1[CH:10]=[C:9]([C:11]2[CH:16]=[CH:15][N:14]=[C:13]3[NH:17][C:18]([C:20]4[CH:21]=[N:22][N:23]([CH3:25])[CH:24]=4)=[N:19][C:12]=23)[CH:8]=[CH:7][C:4]=1[CH2:5][NH2:6].CCN(C(C)C)C(C)C.[C:35]([C:39]1[CH:46]=[CH:45][C:42]([CH2:43]Br)=[CH:41][CH:40]=1)([CH3:38])([CH3:37])[CH3:36]. (6) The reactants are: [C:1]1([N:7]2[C:11]3[CH:12]=[C:13]([O:16][CH2:17][CH2:18][CH2:19][CH2:20][OH:21])[CH:14]=[CH:15][C:10]=3[N:9]=[C:8]2[C:22]2[CH:27]=[CH:26][CH:25]=[CH:24][CH:23]=2)[CH:6]=[CH:5][CH:4]=[CH:3][CH:2]=1.C(N(CC)CC)C.[CH3:35][N:36]=[C:37]=[O:38]. Given the product [C:1]1([N:7]2[C:11]3[CH:12]=[C:13]([O:16][CH2:17][CH2:18][CH2:19][CH2:20][O:21][C:37](=[O:38])[NH:36][CH3:35])[CH:14]=[CH:15][C:10]=3[N:9]=[C:8]2[C:22]2[CH:23]=[CH:24][CH:25]=[CH:26][CH:27]=2)[CH:6]=[CH:5][CH:4]=[CH:3][CH:2]=1, predict the reactants needed to synthesize it.